Dataset: Full USPTO retrosynthesis dataset with 1.9M reactions from patents (1976-2016). Task: Predict the reactants needed to synthesize the given product. (1) Given the product [N:20]1([CH2:25][CH2:26][CH2:27][NH:28][C:17]([C:6]2[C:7]3[N:11]=[C:10]([C:12]4[S:13][CH:14]=[CH:15][CH:16]=4)[NH:9][C:8]=3[C:3]([O:2][CH3:1])=[CH:4][CH:5]=2)=[O:19])[CH:24]=[CH:23][N:22]=[CH:21]1, predict the reactants needed to synthesize it. The reactants are: [CH3:1][O:2][C:3]1[C:8]2[NH:9][C:10]([C:12]3[S:13][CH:14]=[CH:15][CH:16]=3)=[N:11][C:7]=2[C:6]([C:17]([OH:19])=O)=[CH:5][CH:4]=1.[N:20]1([CH2:25][CH2:26][CH2:27][NH2:28])[CH:24]=[CH:23][N:22]=[CH:21]1. (2) The reactants are: [H-].[Na+].[C:3]([O:11][C:12]([CH3:15])([CH3:14])[CH3:13])(=[O:10])[CH2:4][C:5]([O:7][CH2:8][CH3:9])=[O:6].Cl[C:17]1[C:18]([CH3:26])=[N:19][C:20]([N+:23]([O-:25])=[O:24])=[CH:21][CH:22]=1. Given the product [CH3:26][C:18]1[C:17]([CH:4]([C:5]([O:7][CH2:8][CH3:9])=[O:6])[C:3]([O:11][C:12]([CH3:14])([CH3:13])[CH3:15])=[O:10])=[CH:22][CH:21]=[C:20]([N+:23]([O-:25])=[O:24])[N:19]=1, predict the reactants needed to synthesize it. (3) Given the product [Cl:25][C:26]1[CH:31]=[CH:30][C:29]([C:2]2[CH:7]=[CH:6][C:5]([CH:8]([CH3:23])[C:9]([OH:14])([C:15]3[CH:16]=[CH:17][C:18](=[O:22])[N:19]([CH3:21])[CH:20]=3)[C:10]([F:13])([F:12])[F:11])=[C:4]([Cl:24])[CH:3]=2)=[CH:28][C:27]=1[C:35]([OH:37])=[O:36], predict the reactants needed to synthesize it. The reactants are: Br[C:2]1[CH:7]=[CH:6][C:5]([CH:8]([CH3:23])[C:9]([C:15]2[CH:16]=[CH:17][C:18](=[O:22])[N:19]([CH3:21])[CH:20]=2)([OH:14])[C:10]([F:13])([F:12])[F:11])=[C:4]([Cl:24])[CH:3]=1.[Cl:25][C:26]1[CH:31]=[CH:30][C:29](B(O)O)=[CH:28][C:27]=1[C:35]([O:37]CC)=[O:36].